Dataset: Catalyst prediction with 721,799 reactions and 888 catalyst types from USPTO. Task: Predict which catalyst facilitates the given reaction. (1) Reactant: [C:1]([C:5]1[CH:6]=[CH:7][C:8]([OH:13])=[C:9]([CH:12]=1)[CH:10]=[O:11])([CH3:4])([CH3:3])[CH3:2].N1C=CN=C1.[CH3:19][C:20]([Si:23](Cl)([CH3:25])[CH3:24])([CH3:22])[CH3:21]. Product: [C:1]([C:5]1[CH:6]=[CH:7][C:8]([O:13][Si:23]([C:20]([CH3:22])([CH3:21])[CH3:19])([CH3:25])[CH3:24])=[C:9]([CH:12]=1)[CH:10]=[O:11])([CH3:4])([CH3:2])[CH3:3]. The catalyst class is: 3. (2) Product: [CH2:25]([O:24][C:22](=[O:23])[CH2:21][CH2:27][CH2:28][NH:12][CH:5]([C:4]([O:3][CH2:1][CH3:2])=[O:13])[C:6]1[CH:11]=[CH:10][CH:9]=[CH:8][CH:7]=1)[CH3:26]. Reactant: [CH2:1]([O:3][C:4](=[O:13])[CH:5]([NH2:12])[C:6]1[CH:11]=[CH:10][CH:9]=[CH:8][CH:7]=1)[CH3:2].C(=O)([O-])[O-].[Cs+].[Cs+].Br[CH:21]([CH2:27][CH3:28])[C:22]([O:24][CH2:25][CH3:26])=[O:23].Cl. The catalyst class is: 35. (3) Reactant: [CH3:1][O:2][C:3]1[CH:22]=[CH:21][C:6]([C:7]([CH:9]2[CH2:14][CH2:13][N:12]([C@@H:15]3[CH2:19][CH2:18][NH:17][C:16]3=[O:20])[CH2:11][CH2:10]2)=[O:8])=[CH:5][C:4]=1[CH3:23].Cl[CH2:25][C:26]#[N:27].[H-].[Na+]. Product: [CH3:1][O:2][C:3]1[CH:22]=[CH:21][C:6]([C:7]([CH:9]2[CH2:14][CH2:13][N:12]([C@@H:15]3[CH2:19][CH2:18][N:17]([CH2:25][C:26]#[N:27])[C:16]3=[O:20])[CH2:11][CH2:10]2)=[O:8])=[CH:5][C:4]=1[CH3:23]. The catalyst class is: 1. (4) Reactant: [ClH:1].[CH3:2][O:3][C:4](=[O:29])[C@@H:5]([NH:21]C(OC(C)(C)C)=O)[CH2:6][C:7]1[CH:12]=[CH:11][C:10]([C:13]2[CH:18]=[CH:17][CH:16]=[CH:15][C:14]=2[C:19]#[N:20])=[CH:9][CH:8]=1. Product: [ClH:1].[CH3:2][O:3][C:4](=[O:29])[C@@H:5]([NH2:21])[CH2:6][C:7]1[CH:12]=[CH:11][C:10]([C:13]2[CH:18]=[CH:17][CH:16]=[CH:15][C:14]=2[C:19]#[N:20])=[CH:9][CH:8]=1. The catalyst class is: 12.